The task is: Predict the reaction yield, written as a fraction of the theoretical maximum amount of product (1.0 means a 100% yield; for example, 0.34 means a 34% yield).. This data is from Reaction yield outcomes from USPTO patents with 853,638 reactions. (1) The reactants are [F:1][C:2]1[CH:3]=[C:4]([CH:22]=[CH:23][CH:24]=1)[CH2:5][O:6][C:7]1[CH:16]=[C:15]2[C:10]([CH:11]=[C:12]([C:17](OCC)=[O:18])[CH:13]=[N:14]2)=[N:9][CH:8]=1.OC1C=C2C(C=C(C(OCC)=O)C=N2)=[N:28]C=1.C([O-])([O-])=O.[Cs+].[Cs+].FC1C=C(C=CC=1)CCl. The catalyst is CN(C=O)C.O.CCOC(C)=O. The product is [F:1][C:2]1[CH:3]=[C:4]([CH2:5][O:6][C:7]2[CH:16]=[C:15]3[C:10]([CH:11]=[C:12]([C:17]([NH2:28])=[O:18])[CH:13]=[N:14]3)=[N:9][CH:8]=2)[CH:22]=[CH:23][CH:24]=1. The yield is 0.690. (2) The catalyst is O. The product is [F:1][C:2]1[CH:3]=[CH:4][C:5]2[C:9]3[N:13]([CH:12]=[CH:11][N:10]=3)[CH2:26][CH2:27][O:8][C:6]=2[CH:7]=1. The yield is 0.670. The reactants are [F:1][C:2]1[CH:3]=[CH:4][C:5]([C:9]2[NH:10][CH:11]=[CH:12][N:13]=2)=[C:6]([OH:8])[CH:7]=1.CN(C)C=O.C(=O)([O-])[O-].[Cs+].[Cs+].Br[CH2:26][CH2:27]Br. (3) The yield is 0.390. The product is [C:15]([C:2]1[C:10]2[C:5](=[N:6][CH:7]=[C:8]([C:11]([O:13][CH3:14])=[O:12])[CH:9]=2)[NH:4][N:3]=1)#[N:16]. The catalyst is CO.C(OCC)(=O)C.[Zn].[C-]#N.[Zn+2].[C-]#N. The reactants are Br[C:2]1[C:10]2[C:5](=[N:6][CH:7]=[C:8]([C:11]([O:13][CH3:14])=[O:12])[CH:9]=2)[NH:4][N:3]=1.[CH3:15][N:16](C)C(=O)C. (4) The reactants are [CH3:1][O:2][C:3]([C:5]1[NH:6][CH:7]=[CH:8][CH:9]=1)=[O:4].ClS([N:14]=[C:15]=O)(=O)=O.CN(C)C=O. The catalyst is C(#N)C. The product is [CH3:1][O:2][C:3]([C:5]1[NH:6][CH:7]=[C:8]([C:15]#[N:14])[CH:9]=1)=[O:4]. The yield is 0.454. (5) The reactants are [CH:1]1([C:7]2[C:15]3[C:10](=[CH:11][C:12]([C:16]([O:18][CH3:19])=[O:17])=[CH:13][CH:14]=3)[N:9]([CH3:20])[C:8]=2[C:21]2[CH:31]=[CH:30][CH:29]=CC=2OCC(O)=O)[CH2:6][CH2:5][CH2:4][CH2:3][CH2:2]1.[CH3:32][NH:33][CH2:34][CH2:35][O:36][CH2:37][CH2:38][NH:39][CH3:40].C(N(C(C)C)CC)(C)C.CN(C([O:57]N1N=NC2C=CC=NC1=2)=[N+](C)C)C.F[P-](F)(F)(F)(F)F.[CH2:74]1[CH2:78][O:77][CH2:76][CH2:75]1. No catalyst specified. The product is [CH:1]1([C:7]2[C:15]3[C:10](=[CH:11][C:12]([C:16]([O:18][CH3:19])=[O:17])=[CH:13][CH:14]=3)[N:9]([CH3:20])[C:8]=2[C:21]2[CH:31]=[CH:30][CH:29]=[CH:75][C:76]=2[O:77][CH2:78][C:74]([N:33]([CH3:32])[CH2:34][CH2:35][O:36][CH2:37][CH2:38][NH:39][CH3:40])=[O:57])[CH2:6][CH2:5][CH2:4][CH2:3][CH2:2]1. The yield is 0.910.